This data is from Full USPTO retrosynthesis dataset with 1.9M reactions from patents (1976-2016). The task is: Predict the reactants needed to synthesize the given product. (1) Given the product [Cl:18][C:19]1[CH:20]=[CH:21][C:22]([C@@:25]2([CH3:29])[CH2:27][C@H:26]2[NH:28][C:4](=[O:5])[C:3]2[C:2]([F:1])=[CH:10][CH:9]=[CH:8][C:7]=2[F:11])=[CH:23][CH:24]=1, predict the reactants needed to synthesize it. The reactants are: [F:1][C:2]1[CH:10]=[CH:9][CH:8]=[C:7]([F:11])[C:3]=1[C:4](Cl)=[O:5].C([O-])(O)=O.[Na+].Cl.[Cl:18][C:19]1[CH:24]=[CH:23][C:22]([C:25]2([CH3:29])[CH2:27][CH:26]2[NH2:28])=[CH:21][CH:20]=1.CCOC(C)=O. (2) Given the product [CH2:30]([O:37][C:38]([N:40]1[CH2:45][CH:44]([O:46][Si:47]([CH:48]([CH3:49])[CH3:50])([CH:51]([CH3:52])[CH3:53])[CH:54]([CH3:56])[CH3:55])[CH:43]([C:57]2[CH:62]=[CH:61][C:60]([C:38]([O:37][CH3:30])=[O:39])=[CH:59][CH:58]=2)[CH:42]([OH:71])[CH2:41]1)=[O:39])[C:31]1[CH:32]=[CH:33][CH:34]=[CH:35][CH:36]=1, predict the reactants needed to synthesize it. The reactants are: C1(P(C2C=CC=CC=2)CCCP(C2C=CC=CC=2)C2C=CC=CC=2)C=CC=CC=1.[CH2:30]([O:37][C:38]([N:40]1[CH2:45][CH:44]([O:46][Si:47]([CH:54]([CH3:56])[CH3:55])([CH:51]([CH3:53])[CH3:52])[CH:48]([CH3:50])[CH3:49])[CH:43]([C:57]2[CH:62]=[CH:61][C:60](OS(C(F)(F)F)(=O)=O)=[CH:59][CH:58]=2)[CH:42]([OH:71])[CH2:41]1)=[O:39])[C:31]1[CH:36]=[CH:35][CH:34]=[CH:33][CH:32]=1.C(N(CC)CC)C.[C]=O.